From a dataset of Peptide-MHC class II binding affinity with 134,281 pairs from IEDB. Regression. Given a peptide amino acid sequence and an MHC pseudo amino acid sequence, predict their binding affinity value. This is MHC class II binding data. (1) The peptide sequence is TKTTSDYQDSDVSQ. The MHC is HLA-DQA10501-DQB10201 with pseudo-sequence HLA-DQA10501-DQB10201. The binding affinity (normalized) is 0.317. (2) The peptide sequence is SKLTYENVKMEDVGY. The MHC is DRB1_0405 with pseudo-sequence DRB1_0405. The binding affinity (normalized) is 0.483. (3) The peptide sequence is AFLLLGLAGNSSPSA. The MHC is DRB1_0301 with pseudo-sequence DRB1_0301. The binding affinity (normalized) is 0. (4) The peptide sequence is GVPYCNYSKFWYLEH. The MHC is DRB1_0101 with pseudo-sequence DRB1_0101. The binding affinity (normalized) is 0.143.